This data is from Experimental lipophilicity measurements (octanol/water distribution) for 4,200 compounds from AstraZeneca. The task is: Regression/Classification. Given a drug SMILES string, predict its absorption, distribution, metabolism, or excretion properties. Task type varies by dataset: regression for continuous measurements (e.g., permeability, clearance, half-life) or binary classification for categorical outcomes (e.g., BBB penetration, CYP inhibition). For this dataset (lipophilicity_astrazeneca), we predict Y. (1) The compound is CN(C)C(=O)N[C@H]1CC[C@H](CN2[C@H]3CC[C@@H]2C[C@H](Oc2cccc(C(N)=O)c2)C3)CC1. The Y is -0.0700 logD. (2) The compound is Cc1nc2n(c(=O)c1CCN1CCC(c3noc4cc(F)ccc34)CC1)CCCC2. The Y is 2.05 logD. (3) The compound is CCC(CC)n1nc(C)c(C(=O)N[C@@H](C)C(C)(C)C)c1NS(=O)(=O)c1ccc(C)cc1. The Y is 1.88 logD.